This data is from Forward reaction prediction with 1.9M reactions from USPTO patents (1976-2016). The task is: Predict the product of the given reaction. (1) Given the reactants [NH:1]=[C:2]([NH:5][CH2:6][CH2:7][CH2:8][NH:9][C:10](=[O:16])[O:11][C:12]([CH3:15])([CH3:14])[CH3:13])SC.C(N(CC)CC)C.[NH2:24][CH2:25][C:26]1[CH:30]=[N:29][N:28]([CH2:31][C@@H:32]2[C@H:35]([NH:36][C:37](=[O:53])/[C:38](=[N:45]\[O:46][C:47]3([C:50]([OH:52])=[O:51])[CH2:49][CH2:48]3)/[C:39]3[N:40]=[C:41]([NH2:44])[S:42][CH:43]=3)[C:34](=[O:54])[N:33]2[S:55]([OH:58])(=[O:57])=[O:56])[N:27]=1.CN(C=O)C, predict the reaction product. The product is: [NH2:44][C:41]1[S:42][CH:43]=[C:39](/[C:38](=[N:45]/[O:46][C:47]2([C:50]([OH:52])=[O:51])[CH2:49][CH2:48]2)/[C:37]([NH:36][C@@H:35]2[C:34](=[O:54])[N:33]([S:55]([OH:58])(=[O:56])=[O:57])[C@@H:32]2[CH2:31][N:28]2[N:27]=[C:26]([CH2:25][NH:24][C:2](=[NH:1])[NH:5][CH2:6][CH2:7][CH2:8][NH:9][C:10](=[O:16])[O:11][C:12]([CH3:13])([CH3:14])[CH3:15])[CH:30]=[N:29]2)=[O:53])[N:40]=1. (2) Given the reactants [NH2:1][C:2]1[NH:6][N:5]=[C:4]([CH3:7])[C:3]=1[C:8]1[S:9][C:10]2[CH:16]=[C:15]([S:17](Cl)(=[O:19])=[O:18])[CH:14]=[CH:13][C:11]=2[N:12]=1.[CH2:21]([NH2:29])[CH2:22][C:23]1[CH:28]=[CH:27][CH:26]=[CH:25][CH:24]=1.CN1CCOCC1, predict the reaction product. The product is: [CH2:21]([NH:29][S:17]([C:15]1[CH:14]=[CH:13][C:11]2[N:12]=[C:8]([C:3]3[C:4]([CH3:7])=[N:5][NH:6][C:2]=3[NH2:1])[S:9][C:10]=2[CH:16]=1)(=[O:19])=[O:18])[CH2:22][C:23]1[CH:28]=[CH:27][CH:26]=[CH:25][CH:24]=1. (3) Given the reactants [Cl:1][C:2]1[CH:7]=[C:6]([C:8]2[CH:13]=[CH:12][C:11]([C:14]([F:17])([F:16])[F:15])=[CH:10][CH:9]=2)[CH:5]=[C:4]([Cl:18])[C:3]=1[N:19]1[C:23]([NH2:24])=[CH:22][C:21]([C:25]#[N:26])=[N:20]1.[Br:27]N1C(=O)CCC1=O, predict the reaction product. The product is: [Cl:18][C:4]1[CH:5]=[C:6]([C:8]2[CH:9]=[CH:10][C:11]([C:14]([F:15])([F:17])[F:16])=[CH:12][CH:13]=2)[CH:7]=[C:2]([Cl:1])[C:3]=1[N:19]1[C:23]([NH2:24])=[C:22]([Br:27])[C:21]([C:25]#[N:26])=[N:20]1. (4) Given the reactants [CH:1]1([N:7]([CH3:32])[S:8]([CH2:11][CH2:12][NH:13][CH2:14][C:15]2[CH:20]=[C:19]([C:21](=[O:28])[C:22]3[CH:27]=[CH:26][CH:25]=[CH:24][CH:23]=3)[CH:18]=[CH:17][C:16]=2[N+:29]([O-])=O)(=[O:10])=[O:9])[CH2:6][CH2:5][CH2:4][CH2:3][CH2:2]1.S1C=CC=C1, predict the reaction product. The product is: [CH:1]1([N:7]([CH3:32])[S:8]([CH2:11][CH2:12][NH:13][CH2:14][C:15]2[CH:20]=[C:19]([C:21](=[O:28])[C:22]3[CH:27]=[CH:26][CH:25]=[CH:24][CH:23]=3)[CH:18]=[CH:17][C:16]=2[NH2:29])(=[O:10])=[O:9])[CH2:2][CH2:3][CH2:4][CH2:5][CH2:6]1.